This data is from Forward reaction prediction with 1.9M reactions from USPTO patents (1976-2016). The task is: Predict the product of the given reaction. (1) Given the reactants C(OC(=O)[NH:7][C:8]1[CH:13]=[C:12](OCC(F)(F)F)[C:11]([C:20]([F:23])([F:22])[F:21])=[CH:10][C:9]=1[NH:24][C:25](=[O:42])[CH2:26][C:27]([C:29]1[CH:34]=[CH:33][CH:32]=[C:31]([C:35]2[CH:36]=[N:37][CH:38]=[CH:39][C:40]=2[CH3:41])[CH:30]=1)=O)(C)(C)C.[C:44](O)([C:46]([F:49])([F:48])[F:47])=[O:45], predict the reaction product. The product is: [CH3:41][C:40]1[CH:39]=[CH:38][N:37]=[CH:36][C:35]=1[C:31]1[CH:30]=[C:29]([C:27]2[CH2:26][C:25](=[O:42])[NH:24][C:9]3[CH:10]=[C:11]([C:20]([F:23])([F:22])[F:21])[C:12]([O:45][CH2:44][C:46]([F:49])([F:48])[F:47])=[CH:13][C:8]=3[N:7]=2)[CH:34]=[CH:33][CH:32]=1. (2) Given the reactants [NH2:1][C:2]1[CH:7]=[CH:6][CH:5]=[CH:4][C:3]=1[CH2:8][C:9]([NH:11][CH2:12][C:13]([C:16]1[CH:21]=[CH:20][C:19]([NH:22][C:23](=[O:34])[C:24]2[CH:29]=[CH:28][C:27]([O:30][CH3:31])=[C:26]([O:32][CH3:33])[CH:25]=2)=[CH:18][CH:17]=1)([CH3:15])[CH3:14])=[O:10].[CH3:35][S:36](Cl)(=[O:38])=[O:37], predict the reaction product. The product is: [CH3:35][S:36]([NH:1][C:2]1[CH:7]=[CH:6][CH:5]=[CH:4][C:3]=1[CH2:8][C:9]([NH:11][CH2:12][C:13]([C:16]1[CH:21]=[CH:20][C:19]([NH:22][C:23](=[O:34])[C:24]2[CH:29]=[CH:28][C:27]([O:30][CH3:31])=[C:26]([O:32][CH3:33])[CH:25]=2)=[CH:18][CH:17]=1)([CH3:15])[CH3:14])=[O:10])(=[O:38])=[O:37]. (3) Given the reactants [Cl:1][C:2]1[CH:7]=[C:6]([NH:8][C:9]2[C:18]3[C:13](=[CH:14][CH:15]=[CH:16][C:17]=3[O:19][CH2:20][C@@H:21]([NH:23][CH3:24])[CH3:22])[N:12]=[CH:11][N:10]=2)[CH:5]=[CH:4][C:3]=1[OH:25].[C:26]([OH:29])(=O)[CH3:27], predict the reaction product. The product is: [Cl:1][C:2]1[CH:7]=[C:6]([NH:8][C:9]2[C:18]3[C:13](=[CH:14][CH:15]=[CH:16][C:17]=3[O:19][CH2:20][C@@H:21]([N:23]([CH3:24])[C:26](=[O:29])[CH3:27])[CH3:22])[N:12]=[CH:11][N:10]=2)[CH:5]=[CH:4][C:3]=1[OH:25].